Dataset: Reaction yield outcomes from USPTO patents with 853,638 reactions. Task: Predict the reaction yield, written as a fraction of the theoretical maximum amount of product (1.0 means a 100% yield; for example, 0.34 means a 34% yield). The reactants are [Cl:1][C:2]1[C:7]([Cl:8])=[C:6]([Cl:9])[CH:5]=[CH:4][C:3]=1[OH:10].F[C:12]1[CH:17]=[CH:16][CH:15]=[CH:14][C:13]=1[N+:18]([O-:20])=[O:19].[Cl:21][C:22]1[C:35]([Cl:36])=[C:34]([Cl:37])[CH:33]=[CH:32][C:23]=1[O:24][C:25]1[CH:31]=[CH:30][CH:29]=[CH:28][C:26]=1[NH2:27].[NH2:38][C:39]1[S:40][CH:41]=[CH:42][N:43]=1. No catalyst specified. The product is [Cl:1][C:2]1[C:7]([Cl:8])=[C:6]([Cl:9])[CH:5]=[CH:4][C:3]=1[O:10][C:12]1[CH:17]=[CH:16][CH:15]=[CH:14][C:13]=1[N+:18]([O-:20])=[O:19].[Cl:21][C:22]1[C:35]([Cl:36])=[C:34]([Cl:37])[CH:33]=[CH:32][C:23]=1[O:24][C:25]1[CH:31]=[CH:30][CH:29]=[CH:28][C:26]=1[NH:27][C:3]([NH:38][C:39]1[S:40][CH:41]=[CH:42][N:43]=1)=[O:10]. The yield is 0.650.